The task is: Predict the product of the given reaction.. This data is from Forward reaction prediction with 1.9M reactions from USPTO patents (1976-2016). (1) Given the reactants [Cl:1][C:2]1[C:11]2[C:6](=[CH:7][C:8]([OH:14])=[C:9]([O:12][CH3:13])[CH:10]=2)[N:5]=[CH:4][CH:3]=1.O[CH2:16][CH2:17][CH2:18][N:19]1[CH2:24][CH2:23][O:22][CH2:21][CH2:20]1.N(C(OCC)=O)=NC(OCC)=O.C1(P(C2C=CC=CC=2)C2C=CC=CC=2)C=CC=CC=1, predict the reaction product. The product is: [Cl:1][C:2]1[C:11]2[C:6](=[CH:7][C:8]([O:14][CH2:16][CH2:17][CH2:18][N:19]3[CH2:24][CH2:23][O:22][CH2:21][CH2:20]3)=[C:9]([O:12][CH3:13])[CH:10]=2)[N:5]=[CH:4][CH:3]=1. (2) The product is: [NH2:12][C:6]1[CH:7]=[C:8]([Cl:11])[CH:9]=[CH:10][C:5]=1[C:3](=[O:4])[CH3:2]. Given the reactants C[CH2:2][C:3]([C:5]1[CH:10]=[CH:9][C:8]([Cl:11])=[CH:7][C:6]=1[N+:12]([O-])=O)=[O:4], predict the reaction product. (3) Given the reactants [F:8][C:7]([F:10])([F:9])[C:6](O[C:6](=[O:11])[C:7]([F:10])([F:9])[F:8])=[O:11].[CH3:14][O:15][C:16]1[CH:17]=[C:18]2[C:23](=[CH:24][CH:25]=1)[CH:22]([C:26]1[S:27][CH:28]=[CH:29][CH:30]=1)[NH:21][CH2:20][CH2:19]2.CCN(CC)CC, predict the reaction product. The product is: [F:10][C:7]([F:8])([F:9])[C:6]([N:21]1[CH2:20][CH2:19][C:18]2[C:23](=[CH:24][CH:25]=[C:16]([O:15][CH3:14])[CH:17]=2)[CH:22]1[C:26]1[S:27][CH:28]=[CH:29][CH:30]=1)=[O:11]. (4) Given the reactants [OH:1][C@H:2]([C@@H:7]([OH:24])[C:8]([N:10]([CH2:15][C:16]1[CH:21]=[CH:20][C:19]([O:22][CH3:23])=[CH:18][CH:17]=1)[CH2:11][C:12]([CH3:14])=[CH2:13])=[O:9])[C:3]([O:5][CH3:6])=[O:4].[BH4-].[Na+], predict the reaction product. The product is: [OH:1][C@H:2]([C@H:7]1[O:24][C:12]([CH3:14])([CH3:13])[CH2:11][N:10]([CH2:15][C:16]2[CH:21]=[CH:20][C:19]([O:22][CH3:23])=[CH:18][CH:17]=2)[C:8]1=[O:9])[C:3]([O:5][CH3:6])=[O:4]. (5) The product is: [CH3:4][O:5][C:6]([C:8]1[CH:9]=[C:10]([CH3:28])[C:11]2[O:17][C:16]3[C:18]([Cl:24])=[CH:19][C:20]([CH2:22][N:23]([CH2:1][CH3:2])[CH2:29][CH3:31])=[CH:21][C:15]=3[CH2:14][S:13](=[O:25])(=[O:26])[C:12]=2[CH:27]=1)=[O:7]. Given the reactants [CH:1](=O)[CH3:2].[CH3:4][O:5][C:6]([C:8]1[CH:9]=[C:10]([CH3:28])[C:11]2[O:17][C:16]3[C:18]([Cl:24])=[CH:19][C:20]([CH2:22][NH2:23])=[CH:21][C:15]=3[CH2:14][S:13](=[O:26])(=[O:25])[C:12]=2[CH:27]=1)=[O:7].[C:29](O)([C:31](F)(F)F)=O.[BH3-]C#N.[Na+].C(=O)(O)[O-].[Na+], predict the reaction product. (6) Given the reactants [CH3:1][O:2][C:3]1[CH:18]=[CH:17][C:6]([C:7]([NH:9][C:10]2[C:11]([NH2:16])=[CH:12][CH:13]=[CH:14][CH:15]=2)=[O:8])=[CH:5][CH:4]=1.[Cl:19][C:20]1[CH:21]=[CH:22][C:23]2[O:27][C:26]([C:28](O)=[O:29])=[CH:25][C:24]=2[CH:31]=1.Cl.CN(C)CCCN=C=NCC, predict the reaction product. The product is: [CH3:1][O:2][C:3]1[CH:4]=[CH:5][C:6]([C:7]([NH:9][C:10]2[C:11]([NH:16][C:28]([C:26]3[O:27][C:23]4[CH:22]=[CH:21][C:20]([Cl:19])=[CH:31][C:24]=4[CH:25]=3)=[O:29])=[CH:12][CH:13]=[CH:14][CH:15]=2)=[O:8])=[CH:17][CH:18]=1. (7) Given the reactants [CH:1]([C:3]1[CH:22]=[CH:21][C:6]2[S:7][C:8]([S:10]([NH:13][CH2:14][P:15](=[O:20])([O:18][CH3:19])[O:16][CH3:17])(=[O:12])=[O:11])=[CH:9][C:5]=2[CH:4]=1)=C.I([O-])(=O)(=O)=[O:24].[Na+], predict the reaction product. The product is: [CH:1]([C:3]1[CH:22]=[CH:21][C:6]2[S:7][C:8]([S:10]([NH:13][CH2:14][P:15](=[O:20])([O:18][CH3:19])[O:16][CH3:17])(=[O:12])=[O:11])=[CH:9][C:5]=2[CH:4]=1)=[O:24]. (8) Given the reactants [CH3:1][O:2][C:3]1[CH:4]=[C:5]([N:11]2[CH2:16][CH2:15][N:14]([C:17]([C:19]3[C:23]([C:24]4[CH:29]=[CH:28][CH:27]=[CH:26][CH:25]=4)=[CH:22][NH:21][CH:20]=3)=[O:18])[CH2:13][CH2:12]2)[CH:6]=[C:7]([O:9][CH3:10])[CH:8]=1.[H-].[Na+].Br[CH2:33][C:34]([O:36]CC)=[O:35], predict the reaction product. The product is: [CH3:10][O:9][C:7]1[CH:6]=[C:5]([N:11]2[CH2:16][CH2:15][N:14]([C:17]([C:19]3[C:23]([C:24]4[CH:29]=[CH:28][CH:27]=[CH:26][CH:25]=4)=[CH:22][N:21]([CH2:33][C:34]([OH:36])=[O:35])[CH:20]=3)=[O:18])[CH2:13][CH2:12]2)[CH:4]=[C:3]([O:2][CH3:1])[CH:8]=1.